This data is from Reaction yield outcomes from USPTO patents with 853,638 reactions. The task is: Predict the reaction yield, written as a fraction of the theoretical maximum amount of product (1.0 means a 100% yield; for example, 0.34 means a 34% yield). The reactants are [CH3:1][N:2]=[C:3]=[O:4].N[C:6]1[CH:7]=[N:8][CH:9]=[CH:10][C:11]=1[CH2:12][O:13][C:14]1[C:23]2[C:18](=[CH:19][CH:20]=[CH:21][CH:22]=2)[C:17]([NH:24][C:25]([NH:27][C:28]2[N:32]([C:33]3[CH:38]=[CH:37][C:36]([CH3:39])=[CH:35][CH:34]=3)[N:31]=[C:30]([C:40]([CH3:43])([CH3:42])[CH3:41])[CH:29]=2)=[O:26])=[CH:16][CH:15]=1.[N:44]1C=CC=CC=1. No catalyst specified. The product is [CH3:1][NH:2][C:3](=[O:4])[NH:44][C:9]1[CH:10]=[C:11]([CH2:12][O:13][C:14]2[C:23]3[C:18](=[CH:19][CH:20]=[CH:21][CH:22]=3)[C:17]([NH:24][C:25]([NH:27][C:28]3[N:32]([C:33]4[CH:34]=[CH:35][C:36]([CH3:39])=[CH:37][CH:38]=4)[N:31]=[C:30]([C:40]([CH3:42])([CH3:43])[CH3:41])[CH:29]=3)=[O:26])=[CH:16][CH:15]=2)[CH:6]=[CH:7][N:8]=1. The yield is 0.140.